From a dataset of Reaction yield outcomes from USPTO patents with 853,638 reactions. Predict the reaction yield, written as a fraction of the theoretical maximum amount of product (1.0 means a 100% yield; for example, 0.34 means a 34% yield). (1) The reactants are CCN(C(C)C)C(C)C.[Cl:10][C:11]1[CH:12]=[C:13]([CH:17]=[C:18]([Cl:20])[CH:19]=1)[C:14]([OH:16])=O.CCN=C=NCCCN(C)C.C1C=CC2N(O)N=NC=2C=1.[O:42]=[C:43]([N:61]1[CH2:66][CH2:65][NH:64][CH2:63][CH2:62]1)[CH2:44][NH:45][C:46](=[O:60])[C:47]1[CH:52]=[CH:51][C:50]([NH:53][C:54]2[CH:59]=[CH:58][CH:57]=[CH:56][CH:55]=2)=[CH:49][CH:48]=1.Cl. The catalyst is CN(C=O)C.O. The product is [Cl:20][C:18]1[CH:17]=[C:13]([CH:12]=[C:11]([Cl:10])[CH:19]=1)[C:14]([N:64]1[CH2:65][CH2:66][N:61]([C:43](=[O:42])[CH2:44][NH:45][C:46](=[O:60])[C:47]2[CH:48]=[CH:49][C:50]([NH:53][C:54]3[CH:55]=[CH:56][CH:57]=[CH:58][CH:59]=3)=[CH:51][CH:52]=2)[CH2:62][CH2:63]1)=[O:16]. The yield is 0.150. (2) The reactants are [F:1][C:2]([F:38])([F:37])[C:3]1[CH:4]=[C:5]([CH:30]=[C:31]([C:33]([F:36])([F:35])[F:34])[CH:32]=1)[CH2:6][N:7]1[C:13](=[O:14])[C:12]2[C:15]([C:23]3[CH:28]=[CH:27][CH:26]=[CH:25][C:24]=3[CH3:29])=[N:16][C:17](S(C)(=O)=O)=[N:18][C:11]=2[NH:10][CH2:9][CH2:8]1.[C:39]([N:42]1[CH2:47][CH2:46][NH:45][CH2:44][CH2:43]1)(=[O:41])[CH3:40]. No catalyst specified. The product is [C:39]([N:42]1[CH2:47][CH2:46][N:45]([C:17]2[N:16]=[C:15]([C:23]3[CH:28]=[CH:27][CH:26]=[CH:25][C:24]=3[CH3:29])[C:12]3[C:13](=[O:14])[N:7]([CH2:6][C:5]4[CH:4]=[C:3]([C:2]([F:1])([F:38])[F:37])[CH:32]=[C:31]([C:33]([F:34])([F:36])[F:35])[CH:30]=4)[CH2:8][CH2:9][NH:10][C:11]=3[N:18]=2)[CH2:44][CH2:43]1)(=[O:41])[CH3:40]. The yield is 0.460. (3) The reactants are [C:1]([C:4]1[CH:5]=[C:6]([O:18]S(C(F)(F)F)(=O)=O)[CH:7]=[C:8]([O:10][S:11]([C:14]([F:17])([F:16])[F:15])(=[O:13])=[O:12])[CH:9]=1)(=[O:3])[CH3:2].C(=O)([O-])[O-].[Cs+].[Cs+]. The catalyst is COCCOC. The product is [C:1]([C:4]1[CH:9]=[C:8]([O:10][S:11]([C:14]([F:17])([F:15])[F:16])(=[O:13])=[O:12])[CH:7]=[C:6]([OH:18])[CH:5]=1)(=[O:3])[CH3:2]. The yield is 0.520. (4) The reactants are Br[C:2]1[N:7]=[CH:6][C:5]([N:8]2[C:17]3[N:18]4[CH:24]=[CH:23][CH:22]=[CH:21][C:19]4=[N:20][C:16]=3[C:15]3[C:10](=[CH:11][CH:12]=[CH:13][CH:14]=3)[C:9]2=[O:25])=[CH:4][CH:3]=1.[NH2:26][CH:27]([CH3:30])[CH2:28][OH:29]. The catalyst is O. The product is [OH:29][CH2:28][CH:27]([NH:26][C:2]1[N:7]=[CH:6][C:5]([N:8]2[C:17]3[N:18]4[CH:24]=[CH:23][CH:22]=[CH:21][C:19]4=[N:20][C:16]=3[C:15]3[C:10](=[CH:11][CH:12]=[CH:13][CH:14]=3)[C:9]2=[O:25])=[CH:4][CH:3]=1)[CH3:30]. The yield is 0.670. (5) The reactants are Br[C:2]1[N:7]=[C:6]([C:8]2[CH:13]=[CH:12][C:11]([CH3:14])=[CH:10][CH:9]=2)[C:5]([N:15]2[CH2:20][CH2:19][N:18]([C:21]3[CH:26]=[CH:25][C:24]([CH3:27])=[CH:23][CH:22]=3)[CH2:17][CH2:16]2)=[CH:4][CH:3]=1.[CH3:28]B1OB(C)OB(C)O1.C1COCC1.C(=O)([O-])[O-].[K+].[K+]. The catalyst is C1C=CC([P]([Pd]([P](C2C=CC=CC=2)(C2C=CC=CC=2)C2C=CC=CC=2)([P](C2C=CC=CC=2)(C2C=CC=CC=2)C2C=CC=CC=2)[P](C2C=CC=CC=2)(C2C=CC=CC=2)C2C=CC=CC=2)(C2C=CC=CC=2)C2C=CC=CC=2)=CC=1.O.O1CCOCC1. The product is [CH3:28][C:2]1[N:7]=[C:6]([C:8]2[CH:9]=[CH:10][C:11]([CH3:14])=[CH:12][CH:13]=2)[C:5]([N:15]2[CH2:20][CH2:19][N:18]([C:21]3[CH:26]=[CH:25][C:24]([CH3:27])=[CH:23][CH:22]=3)[CH2:17][CH2:16]2)=[CH:4][CH:3]=1. The yield is 0.450. (6) The reactants are [Cl-].[Ce+3].[Cl-].[Cl-].[BH4-:5].[Na+].[CH3:7][C:8]1[CH:13]=[CH:12][CH:11]=[CH:10][C:9]=1[PH:14](=O)[C:15]1[CH:20]=[CH:19][CH:18]=[CH:17][C:16]=1[CH3:21].[H-].[Al+3].[Li+].[H-].[H-].[H-].Cl. The catalyst is C1COCC1.C1(C)C=CC=CC=1. The product is [CH3:21][C:16]1[CH:17]=[CH:18][CH:19]=[CH:20][C:15]=1[PH:14][C:9]1[CH:10]=[CH:11][CH:12]=[CH:13][C:8]=1[CH3:7].[BH3:5]. The yield is 0.430.